This data is from Catalyst prediction with 721,799 reactions and 888 catalyst types from USPTO. The task is: Predict which catalyst facilitates the given reaction. (1) Reactant: [Cl:1][CH2:2][C:3]1[CH:8]=[CH:7][C:6]([CH:9](O)[C:10]2[N:14]([CH2:15][CH3:16])[C:13]([C:17]([O:19][CH2:20][CH3:21])=[O:18])=[CH:12][C:11]=2[CH3:22])=[CH:5][CH:4]=1.FC(F)(F)C(O)=O.C([SiH](CC)CC)C.C([O-])(O)=O.[Na+]. Product: [Cl:1][CH2:2][C:3]1[CH:4]=[CH:5][C:6]([CH2:9][C:10]2[N:14]([CH2:15][CH3:16])[C:13]([C:17]([O:19][CH2:20][CH3:21])=[O:18])=[CH:12][C:11]=2[CH3:22])=[CH:7][CH:8]=1. The catalyst class is: 2. (2) Reactant: [CH:1]([C:3]1[C:11]2[C:6](=[CH:7][C:8]([C:12]([O:14][CH2:15][CH3:16])=[O:13])=[CH:9][CH:10]=2)[NH:5][C:4]=1[CH:17]([CH3:19])[CH3:18])=[O:2].[H-].[Na+].Br[CH2:23][C:24]1[CH:25]=[N:26][CH:27]=[CH:28][CH:29]=1. Product: [CH:1]([C:3]1[C:11]2[C:6](=[CH:7][C:8]([C:12]([O:14][CH2:15][CH3:16])=[O:13])=[CH:9][CH:10]=2)[N:5]([CH2:23][C:24]2[CH:25]=[N:26][CH:27]=[CH:28][CH:29]=2)[C:4]=1[CH:17]([CH3:18])[CH3:19])=[O:2]. The catalyst class is: 31. (3) Reactant: Cl.[NH2:2][O:3][CH2:4][CH3:5].[C:6]([CH:9]1[CH2:12][N:11]([C:13](=[O:27])/[CH:14]=[CH:15]/[C:16]2[CH:17]=[C:18]3[C:23](=[N:24][CH:25]=2)[NH:22][C:21](=[O:26])[CH2:20][CH2:19]3)[CH2:10]1)(=O)[CH3:7]. Product: [CH2:4]([O:3]/[N:2]=[C:6](\[CH:9]1[CH2:12][N:11]([C:13](=[O:27])/[CH:14]=[CH:15]/[C:16]2[CH:17]=[C:18]3[C:23](=[N:24][CH:25]=2)[NH:22][C:21](=[O:26])[CH2:20][CH2:19]3)[CH2:10]1)/[CH3:7])[CH3:5]. The catalyst class is: 138. (4) Reactant: [CH:1]1([C:7]([C:9]2[O:10][C:11]3[CH:18]=[CH:17][CH:16]=[C:15]([F:19])[C:12]=3[C:13]=2[CH3:14])=[O:8])[CH2:6][CH2:5][CH2:4][CH2:3][CH2:2]1.[BH4-].[Na+]. Product: [CH:1]1([CH:7]([C:9]2[O:10][C:11]3[CH:18]=[CH:17][CH:16]=[C:15]([F:19])[C:12]=3[C:13]=2[CH3:14])[OH:8])[CH2:2][CH2:3][CH2:4][CH2:5][CH2:6]1. The catalyst class is: 83. (5) Reactant: Br[C:2]1[CH:7]=[C:6]([C:8]([OH:11])([CH3:10])[CH3:9])[N:5]=[C:4]([C:12]([OH:15])([CH3:14])[CH3:13])[CH:3]=1.[C:16]([Cu])#[N:17].O.CCOC(C)=O. Product: [OH:15][C:12]([C:4]1[CH:3]=[C:2]([CH:7]=[C:6]([C:8]([OH:11])([CH3:10])[CH3:9])[N:5]=1)[C:16]#[N:17])([CH3:14])[CH3:13]. The catalyst class is: 3. (6) Reactant: [CH3:1][CH:2]([C:6]1[CH:11]=[C:10]([C:12](OC)=[O:13])[CH:9]=[CH:8][C:7]=1[C:16]1[CH:21]=[C:20]([O:22][CH3:23])[CH:19]=[CH:18][C:17]=1[F:24])[CH:3]([CH3:5])[CH3:4].[H-].[H-].[H-].[H-].[Li+].[Al+3].[OH-].[Na+]. Product: [CH3:1][CH:2]([C:6]1[CH:11]=[C:10]([CH2:12][OH:13])[CH:9]=[CH:8][C:7]=1[C:16]1[CH:21]=[C:20]([O:22][CH3:23])[CH:19]=[CH:18][C:17]=1[F:24])[CH:3]([CH3:4])[CH3:5]. The catalyst class is: 1.